From a dataset of Peptide-MHC class I binding affinity with 185,985 pairs from IEDB/IMGT. Regression. Given a peptide amino acid sequence and an MHC pseudo amino acid sequence, predict their binding affinity value. This is MHC class I binding data. (1) The peptide sequence is AAMQIIRDII. The MHC is Mamu-A2201 with pseudo-sequence Mamu-A2201. The binding affinity (normalized) is 0.110. (2) The peptide sequence is FMRFFTLGSI. The MHC is HLA-A02:02 with pseudo-sequence HLA-A02:02. The binding affinity (normalized) is 0.705. (3) The peptide sequence is KCMRTFFGWK. The MHC is HLA-A31:01 with pseudo-sequence HLA-A31:01. The binding affinity (normalized) is 0.780.